From a dataset of Catalyst prediction with 721,799 reactions and 888 catalyst types from USPTO. Predict which catalyst facilitates the given reaction. (1) Reactant: Br[C:2]1[CH:3]=[N:4][N:5]([CH3:15])[C:6]=1[C:7]1[CH:8]=[C:9]([C:12]([OH:14])=[O:13])[S:10][CH:11]=1.[C:16]([O-])([O-])=O.[K+].[K+].CC1(C)COB([C:29]2N(C)N=[CH:31][CH:30]=2)OC1.Cl.O1[CH2:42][CH2:41]OCC1.O. Product: [CH3:15][N:5]1[C:6]([C:7]2[CH:8]=[C:9]([C:12]([OH:14])=[O:13])[S:10][CH:11]=2)=[C:2]([C:29]2[CH:30]=[CH:31][CH:42]=[CH:41][CH:16]=2)[CH:3]=[N:4]1. The catalyst class is: 73. (2) Reactant: [F:1][C:2]1[CH:3]=[C:4]([CH:8]=[C:9]([F:13])[C:10]=1[O:11][CH3:12])[C:5](O)=[O:6].S(Cl)([Cl:16])=O. Product: [F:1][C:2]1[CH:3]=[C:4]([CH:8]=[C:9]([F:13])[C:10]=1[O:11][CH3:12])[C:5]([Cl:16])=[O:6]. The catalyst class is: 11. (3) Reactant: [C:1]([O:7][CH3:8])(=[O:6])[CH2:2][C:3]([CH3:5])=[O:4].[OH-].[Ca+2].[OH-].[Cl:12][CH2:13][CH2:14]CC(Cl)=O.CO.Cl. Product: [CH3:8][O:7][C:1](=[O:6])[CH2:2][C:3](=[O:4])[CH2:5][CH2:14][CH2:13][Cl:12]. The catalyst class is: 11. (4) Reactant: [H-].[Na+].[CH2:3]([OH:8])[CH2:4][CH2:5][CH2:6][OH:7].[CH2:9](Br)[C:10]1[CH:15]=[CH:14][CH:13]=[CH:12][CH:11]=1.O. Product: [CH2:9]([O:7][CH2:6][CH2:5][CH2:4][CH2:3][OH:8])[C:10]1[CH:15]=[CH:14][CH:13]=[CH:12][CH:11]=1. The catalyst class is: 3. (5) Reactant: [Cl:1][C:2]1[C:11]2[C:6](=[CH:7][CH:8]=[C:9](I)[CH:10]=2)[N:5]=[C:4]([O:13][CH3:14])[C:3]=1[CH2:15][C:16]1[CH:21]=[CH:20][C:19]([C:22]([F:25])([F:24])[F:23])=[CH:18][CH:17]=1.C([Mg]Cl)(C)C.CON(C)[C:34]([C:36]1[N:40]([CH3:41])[N:39]=[N:38][CH:37]=1)=[O:35].[Cl-].[NH4+]. Product: [Cl:1][C:2]1[C:11]2[C:6](=[CH:7][CH:8]=[C:9]([C:34]([C:36]3[N:40]([CH3:41])[N:39]=[N:38][CH:37]=3)=[O:35])[CH:10]=2)[N:5]=[C:4]([O:13][CH3:14])[C:3]=1[CH2:15][C:16]1[CH:21]=[CH:20][C:19]([C:22]([F:25])([F:24])[F:23])=[CH:18][CH:17]=1. The catalyst class is: 1. (6) Reactant: [C:1]([O:9][C:10]([CH3:13])([CH3:12])[CH3:11])(=[O:8])[CH2:2][C:3]([O:5][CH2:6][CH3:7])=[O:4].[H-].[Na+].[Cl:16][C:17]1[N:18]=[N:19][C:20](Cl)=[CH:21][CH:22]=1. Product: [CH2:20]=[CH:21][CH2:22][CH2:13][CH2:10][CH3:12].[Cl:16][C:17]1[N:18]=[N:19][C:20]([CH:2]([C:3]([O:5][CH2:6][CH3:7])=[O:4])[C:1]([O:9][C:10]([CH3:12])([CH3:11])[CH3:13])=[O:8])=[CH:21][CH:22]=1. The catalyst class is: 12. (7) The catalyst class is: 16. Product: [Cl:36][C:29]1[C:30]([C:32]([F:35])([F:33])[F:34])=[CH:31][C:26]([O:21][C:17]2[C:18]([F:20])=[CH:19][C:14]([C:13]([NH:12][S:9](=[O:11])(=[O:10])[N:8]([CH3:24])[CH3:7])=[O:23])=[C:15]([F:22])[CH:16]=2)=[N:27][CH:28]=1. Reactant: C(=O)([O-])[O-].[Cs+].[Cs+].[CH3:7][N:8]([CH3:24])[S:9]([NH:12][C:13](=[O:23])[C:14]1[CH:19]=[C:18]([F:20])[C:17]([OH:21])=[CH:16][C:15]=1[F:22])(=[O:11])=[O:10].Cl[C:26]1[CH:31]=[C:30]([C:32]([F:35])([F:34])[F:33])[C:29]([Cl:36])=[CH:28][N:27]=1. (8) Reactant: [C:1]([C:3]1[CH:26]=[CH:25][C:6]([C:7]([NH:9][C:10]2[NH:11][N:12]=[C:13]([CH2:15][CH2:16][C:17]3[CH:22]=[CH:21][CH:20]=[C:19]([O:23][CH3:24])[CH:18]=3)[CH:14]=2)=[O:8])=[CH:5][CH:4]=1)#[N:2].[OH-:27].[Na+]. Product: [CH3:24][O:23][C:19]1[CH:18]=[C:17]([CH2:16][CH2:15][C:13]2[CH:14]=[C:10]([NH:9][C:7]([C:6]3[CH:5]=[CH:4][C:3]([C:1]([NH2:2])=[O:27])=[CH:26][CH:25]=3)=[O:8])[NH:11][N:12]=2)[CH:22]=[CH:21][CH:20]=1. The catalyst class is: 40. (9) The catalyst class is: 19. Reactant: C([O:8][N:9]1[C:15](=[O:16])[N:14]2[CH2:17][C@H:10]1[CH2:11][CH2:12][C@H:13]2[C:18]([NH:20][NH:21][C:22](=[O:27])[C:23]([CH3:26])([CH3:25])[CH3:24])=[O:19])C1C=CC=CC=1. Product: [CH3:24][C:23]([CH3:26])([CH3:25])[C:22]([NH:21][NH:20][C:18]([C@@H:13]1[CH2:12][CH2:11][C@@H:10]2[CH2:17][N:14]1[C:15](=[O:16])[N:9]2[OH:8])=[O:19])=[O:27].